The task is: Predict the reaction yield, written as a fraction of the theoretical maximum amount of product (1.0 means a 100% yield; for example, 0.34 means a 34% yield).. This data is from Reaction yield outcomes from USPTO patents with 853,638 reactions. (1) The reactants are C([O:8][CH2:9][CH2:10][CH:11]1[CH:17]([N:18](CC2C=CC=CC=2)CC2C=CC=CC=2)[C:16](=[O:33])[NH:15][C:14]2[CH:34]=[C:35]([F:38])[CH:36]=[CH:37][C:13]=2[O:12]1)C1C=CC=CC=1. The catalyst is CO.[Pd]. The product is [NH2:18][CH:17]1[C:16](=[O:33])[NH:15][C:14]2[CH:34]=[C:35]([F:38])[CH:36]=[CH:37][C:13]=2[O:12][CH:11]1[CH2:10][CH2:9][OH:8]. The yield is 0.960. (2) The reactants are [Cl:1][CH2:2][CH:3]=O.[NH2:5][C:6]1[CH:14]=[CH:13][C:9]([C:10]([OH:12])=[O:11])=[CH:8][N:7]=1. The catalyst is CCO. The product is [ClH:1].[N:5]1[CH:2]=[CH:3][N:7]2[CH:8]=[C:9]([C:10]([OH:12])=[O:11])[CH:13]=[CH:14][C:6]=12. The yield is 0.820. (3) The reactants are [CH3:1][O:2][C:3](=[O:12])[C:4]1[CH:9]=[CH:8][C:7]([NH:10][CH3:11])=[CH:6][CH:5]=1.[C:13](=[O:19])=[N:14][S:15](Cl)(=[O:17])=[O:16].[Cl-].[Cl-].[Cl-].[Al+3]. The catalyst is [N+](C)([O-])=O. The product is [CH3:1][O:2][C:3]([C:4]1[CH:9]=[CH:8][C:7]2[N:10]([CH3:11])[C:13](=[O:19])[NH:14][S:15](=[O:17])(=[O:16])[C:6]=2[CH:5]=1)=[O:12]. The yield is 0.490. (4) The reactants are [H-].[Al+3].[Li+].[H-].[H-].[H-].[CH2:7]([N:14]1[C@@H:19]2[CH2:20][CH2:21][C@H:15]1[C:16](=O)[NH:17][CH2:18]2)[C:8]1[CH:13]=[CH:12][CH:11]=[CH:10][CH:9]=1. No catalyst specified. The product is [CH2:7]([N:14]1[CH:19]2[CH2:20][CH2:21][CH:15]1[CH2:16][NH:17][CH2:18]2)[C:8]1[CH:9]=[CH:10][CH:11]=[CH:12][CH:13]=1. The yield is 0.910. (5) The product is [Br:1][C:2]1[CH:7]=[C:6]2[C:5](=[CH:4][CH:3]=1)[O:11][CH:15]([C:14]1[CH:17]=[CH:18][CH:19]=[CH:20][C:13]=1[F:12])[CH2:9][C:8]2=[O:10]. The reactants are [Br:1][C:2]1[CH:3]=[CH:4][C:5]([OH:11])=[C:6]([C:8](=[O:10])[CH3:9])[CH:7]=1.[F:12][C:13]1[CH:20]=[CH:19][CH:18]=[CH:17][C:14]=1[CH:15]=O. The yield is 0.500. The catalyst is C(O)C.O. (6) The reactants are [F:18][C:15]1([F:19])[CH2:16][CH2:17][C@@H:13]([N:11]2[CH2:12][N:11]([C@@H:13]3[CH2:17][CH2:16][C:15]([F:19])([F:18])[CH2:14]3)[CH2:12][N:11]([C@@H:13]3[CH2:17][CH2:16][C:15]([F:19])([F:18])[CH2:14]3)[CH2:12]2)[CH2:14]1.[CH3:28][O:29][C:30]([O:34][Si](C)(C)C)=[C:31]([CH3:33])[CH3:32]. The catalyst is ClCCl.OS(C(F)(F)F)(=O)=O. The product is [F:19][C:15]1([F:18])[CH2:16][CH2:17][C@@H:13]([NH:11][CH2:12][C:31]([CH3:33])([CH3:32])[C:30]([O:29][CH3:28])=[O:34])[CH2:14]1. The yield is 0.880. (7) The reactants are [NH2:1][C@H:2]([C@@H:6]([OH:11])[C:7]([CH3:10])([CH3:9])[CH3:8])[C:3]([OH:5])=[O:4].C([O-])(O)=O.[Na+].[C:17](=O)([O-:38])[O:18][C:19]1C(C)=C(C2C=CC(C3C=CC=CC=3)=CC=2)C=CN=1.[C:40]1([C:46]2[CH:51]=[CH:50][C:49](C3C=CN(C([O-])=O)C(=O)C=3C)=[CH:48][CH:47]=2)[CH:45]=[CH:44][CH:43]=[CH:42][CH:41]=1. The catalyst is O.C1COCC1. The product is [OH:11][C@@H:6]([C:7]([CH3:8])([CH3:10])[CH3:9])[C@@H:2]([N:1]([C:49]1[CH:48]=[CH:47][C:46]([C:40]2[CH:41]=[CH:42][CH:43]=[CH:44][CH:45]=2)=[CH:51][CH:50]=1)[C:17]([O:18][CH3:19])=[O:38])[C:3]([OH:5])=[O:4]. The yield is 0.320. (8) The reactants are O=P(Cl)(Cl)[Cl:3].[N+:6]1([O-])[CH:11]=[CH:10][CH:9]=[C:8]2[CH2:12][N:13]([C:15]([O:17][CH2:18][CH3:19])=[O:16])[CH2:14][C:7]=12. No catalyst specified. The product is [Cl:3][C:9]1[CH:10]=[CH:11][N:6]=[C:7]2[CH2:14][N:13]([C:15]([O:17][CH2:18][CH3:19])=[O:16])[CH2:12][C:8]=12. The yield is 0.459. (9) The catalyst is CN(C=O)C.C(#N)C. The yield is 0.330. The reactants are [OH:1][C@@H:2]([CH2:26][OH:27])[CH2:3][N:4]1[C:9](=[O:10])[C:8]2[C:11]([NH:17][C:18]3[CH:23]=[CH:22][C:21]([I:24])=[CH:20][C:19]=3[F:25])=[CH:12][C:13](=[O:16])[N:14]([CH3:15])[C:7]=2[N:6]=[CH:5]1.[B-](F)(F)(F)[F:29].[B-](F)(F)(F)F.C1[N+]2(CCl)CC[N+](F)(CC2)C1. The product is [OH:1][C@@H:2]([CH2:26][OH:27])[CH2:3][N:4]1[C:9](=[O:10])[C:8]2[C:11]([NH:17][C:18]3[CH:23]=[CH:22][C:21]([I:24])=[CH:20][C:19]=3[F:25])=[C:12]([F:29])[C:13](=[O:16])[N:14]([CH3:15])[C:7]=2[N:6]=[CH:5]1.